This data is from Peptide-MHC class I binding affinity with 185,985 pairs from IEDB/IMGT. The task is: Regression. Given a peptide amino acid sequence and an MHC pseudo amino acid sequence, predict their binding affinity value. This is MHC class I binding data. (1) The peptide sequence is LLKYAGLTIK. The MHC is HLA-A11:01 with pseudo-sequence HLA-A11:01. The binding affinity (normalized) is 0.530. (2) The peptide sequence is PELELNVDAM. The MHC is HLA-B40:01 with pseudo-sequence HLA-B40:01. The binding affinity (normalized) is 0.